From a dataset of Catalyst prediction with 721,799 reactions and 888 catalyst types from USPTO. Predict which catalyst facilitates the given reaction. (1) Reactant: FC(F)(F)C(O)=O.[CH:8]1([CH:13]([N:17]2[CH:21]=[C:20]([C:22]3[C:23]4[CH:30]=[CH:29][NH:28][C:24]=4[N:25]=[CH:26][N:27]=3)[CH:19]=[N:18]2)[CH2:14][C:15]#[CH:16])[CH2:12][CH2:11][CH2:10][CH2:9]1.[H][H]. Product: [CH:8]1([CH:13]([N:17]2[CH:21]=[C:20]([C:22]3[C:23]4[CH:30]=[CH:29][NH:28][C:24]=4[N:25]=[CH:26][N:27]=3)[CH:19]=[N:18]2)[CH2:14][CH2:15][CH3:16])[CH2:12][CH2:11][CH2:10][CH2:9]1. The catalyst class is: 19. (2) Reactant: [BH4-].[Na+].[CH3:3][N:4]1[C@@H:9]2[C@@H:10]3[O:12][C@H:11]3[C@H:5]1[CH2:6][C@@H:7]([O:13]C([C@@H](C1C=CC=CC=1)CO)=O)[CH2:8]2.Cl. Product: [CH3:3][N:4]1[CH:9]2[CH2:8][CH:7]([OH:13])[CH2:6][CH:5]1[CH:11]1[CH:10]2[O:12]1. The catalyst class is: 621.